Dataset: Full USPTO retrosynthesis dataset with 1.9M reactions from patents (1976-2016). Task: Predict the reactants needed to synthesize the given product. (1) Given the product [CH3:1][O:2][C:3]1[CH:10]=[CH:9][C:6]([CH:7]([OH:8])[CH:11]([CH3:13])[CH3:12])=[CH:5][CH:4]=1, predict the reactants needed to synthesize it. The reactants are: [CH3:1][O:2][C:3]1[CH:10]=[CH:9][C:6]([CH:7]=[O:8])=[CH:5][CH:4]=1.[CH:11]([Mg]Cl)([CH3:13])[CH3:12].[Cl-].[NH4+]. (2) Given the product [NH2:8][C@@H:9]1[CH2:14][CH2:13][C@H:12]([N:15]2[C:20](=[O:21])[C:19]3[CH:22]=[C:23]([F:26])[CH:24]=[N:25][C:18]=3[N:17]([C:27]3[CH:28]=[C:29]([CH:33]=[CH:34][CH:35]=3)[C:30]([OH:32])=[O:31])[C:16]2=[O:36])[CH2:11][CH2:10]1, predict the reactants needed to synthesize it. The reactants are: C(OC([NH:8][C@@H:9]1[CH2:14][CH2:13][C@H:12]([N:15]2[C:20](=[O:21])[C:19]3[CH:22]=[C:23]([F:26])[CH:24]=[N:25][C:18]=3[N:17]([C:27]3[CH:28]=[C:29]([CH:33]=[CH:34][CH:35]=3)[C:30]([OH:32])=[O:31])[C:16]2=[O:36])[CH2:11][CH2:10]1)=O)(C)(C)C.Cl. (3) Given the product [F:18][C:12]1[CH:13]=[C:14]([F:17])[CH:15]=[CH:16][C:11]=1[CH:8]1[CH2:9][CH2:10][N:5]([C:3](=[O:4])[CH2:2][O:54][C@H:51]2[CH2:52][CH2:53][C@H:48]([NH:47][C:44]3[CH:45]=[CH:46][C:41]([N+:38]([O-:40])=[O:39])=[C:42]([C:55]([F:56])([F:57])[F:58])[CH:43]=3)[CH2:49][CH2:50]2)[CH2:6][CH2:7]1, predict the reactants needed to synthesize it. The reactants are: Cl[CH2:2][C:3]([N:5]1[CH2:10][CH2:9][CH:8]([C:11]2[CH:16]=[CH:15][C:14]([F:17])=[CH:13][C:12]=2[F:18])[CH2:7][CH2:6]1)=[O:4].FC1C=C(F)C=CC=1C1CCNCC1.ClCC(Cl)=O.[N+:38]([C:41]1[CH:46]=[CH:45][C:44]([NH:47][C@H:48]2[CH2:53][CH2:52][C@H:51]([OH:54])[CH2:50][CH2:49]2)=[CH:43][C:42]=1[C:55]([F:58])([F:57])[F:56])([O-:40])=[O:39].